This data is from Reaction yield outcomes from USPTO patents with 853,638 reactions. The task is: Predict the reaction yield, written as a fraction of the theoretical maximum amount of product (1.0 means a 100% yield; for example, 0.34 means a 34% yield). (1) The reactants are C[C:2]1(C)[O:6][C:5](=[CH:7][C:8]([N:10]([O:20][CH3:21])[CH2:11][C:12]2[CH:17]=[CH:16][C:15]([O:18][CH3:19])=[CH:14][CH:13]=2)=[O:9])[C:4](=[O:22])[O:3]1. The catalyst is CO. The product is [CH3:2][O:3][C:4](=[O:22])[C:5]([OH:6])=[CH:7][C:8](=[O:9])[N:10]([O:20][CH3:21])[CH2:11][C:12]1[CH:17]=[CH:16][C:15]([O:18][CH3:19])=[CH:14][CH:13]=1. The yield is 0.560. (2) The reactants are Cl.Cl[C:3]1[N:8]=[CH:7][N:6]=[C:5]([NH:9][C:10]2[CH:15]=[CH:14][CH:13]=[C:12]([N+:16]([O-:18])=[O:17])[CH:11]=2)[CH:4]=1.[CH2:19]([NH2:22])[CH2:20][OH:21].CCN(C(C)C)C(C)C. The catalyst is CCCCO. The product is [N+:16]([C:12]1[CH:11]=[C:10]([NH:9][C:5]2[N:6]=[CH:7][N:8]=[C:3]([NH:22][CH2:19][CH2:20][OH:21])[CH:4]=2)[CH:15]=[CH:14][CH:13]=1)([O-:18])=[O:17]. The yield is 0.570. (3) The reactants are [CH3:1][C:2]1[CH:3]=[C:4]([CH:18]=[C:19]([CH3:21])[CH:20]=1)[C:5]([C:7]1[NH:12][C:11](=[O:13])[NH:10][C:9](=[O:14])[C:8]=1[CH:15]([CH3:17])[CH3:16])=[O:6].C(=O)([O-])[O-].[K+].[K+].[I-].[Li+].[Cl:30][C:31]1[N:36]=[C:35]([CH2:37]Cl)[CH:34]=[CH:33][N:32]=1. The catalyst is CN(C=O)C. The product is [Cl:30][C:31]1[N:36]=[C:35]([CH2:37][N:12]2[C:7]([C:5](=[O:6])[C:4]3[CH:3]=[C:2]([CH3:1])[CH:20]=[C:19]([CH3:21])[CH:18]=3)=[C:8]([CH:15]([CH3:17])[CH3:16])[C:9](=[O:14])[NH:10][C:11]2=[O:13])[CH:34]=[CH:33][N:32]=1. The yield is 0.510. (4) The product is [NH:1]1[CH:5]=[CH:4][C:3]([NH:6][C:7]2[C:16]3[C:11](=[CH:12][CH:13]=[CH:14][CH:15]=3)[N:10]=[C:9]([C:17]([C:25]3[CH:26]=[CH:27][CH:28]=[CH:29][C:24]=3[O:23][CH3:22])=[O:19])[N:8]=2)=[N:2]1. The yield is 0.170. The catalyst is C1COCC1. The reactants are [NH:1]1[CH:5]=[CH:4][C:3]([NH:6][C:7]2[C:16]3[C:11](=[CH:12][CH:13]=[CH:14][CH:15]=3)[N:10]=[C:9]([C:17]([O:19]CC)=O)[N:8]=2)=[N:2]1.[CH3:22][O:23][C:24]1[CH:29]=[CH:28][CH:27]=[CH:26][C:25]=1[Mg]Br. (5) The reactants are [C:1]([C:3]1[NH:7][C:6]([C:8]2[CH:13]=[CH:12][C:11]([NH:14][S:15]([CH2:18][CH3:19])(=[O:17])=[O:16])=[CH:10][CH:9]=2)=[CH:5][CH:4]=1)#[N:2].CC(C)([O-])C.[K+].[CH2:26](I)[CH2:27][CH2:28][CH3:29]. No catalyst specified. The product is [CH2:26]([N:7]1[C:3]([C:1]#[N:2])=[CH:4][CH:5]=[C:6]1[C:8]1[CH:9]=[CH:10][C:11]([NH:14][S:15]([CH2:18][CH3:19])(=[O:17])=[O:16])=[CH:12][CH:13]=1)[CH2:27][CH2:28][CH3:29]. The yield is 0.0600.